Dataset: Full USPTO retrosynthesis dataset with 1.9M reactions from patents (1976-2016). Task: Predict the reactants needed to synthesize the given product. (1) Given the product [O:1]=[C:2]1[C:7]2[C:8]([C:11]([OH:13])=[O:12])=[CH:9][O:10][C:6]=2[CH2:5][C:4]2([CH2:16][CH2:17]2)[NH:3]1, predict the reactants needed to synthesize it. The reactants are: [O:1]=[C:2]1[C:7]2[C:8]([C:11]([O:13]CC)=[O:12])=[CH:9][O:10][C:6]=2[CH2:5][C:4]2([CH2:17][CH2:16]2)[NH:3]1.O=C1C2C(C(OCC)=O)=COC=2CC2(CCOCC2)C1. (2) Given the product [F:1][C:2]1[CH:3]=[CH:4][C:5]([N:8]([C:54]2[CH:55]=[CH:56][C:51]([O:50][C:49]3[CH:48]=[CH:47][N:46]=[C:45]4[N:41]([CH2:40][C:39]5[CH:38]=[CH:37][C:36]([O:35][CH3:34])=[CH:61][CH:60]=5)[N:42]=[C:43]([CH3:59])[C:44]=34)=[C:52]([CH3:58])[CH:53]=2)[C:9]([C:11]2([C:14]([NH2:31])=[O:16])[CH2:12][CH2:13]2)=[O:10])=[CH:6][CH:7]=1, predict the reactants needed to synthesize it. The reactants are: [F:1][C:2]1[CH:7]=[CH:6][C:5]([NH:8][C:9]([C:11]2([C:14]([OH:16])=O)[CH2:13][CH2:12]2)=[O:10])=[CH:4][CH:3]=1.C1(C(O)=O)(C(O)=O)CC1.FC1C=CC([NH2:31])=CC=1.[CH3:34][O:35][C:36]1[CH:61]=[CH:60][C:39]([CH2:40][N:41]2[C:45]3=[N:46][CH:47]=[CH:48][C:49]([O:50][C:51]4[CH:56]=[CH:55][C:54](N)=[CH:53][C:52]=4[CH3:58])=[C:44]3[C:43]([CH3:59])=[N:42]2)=[CH:38][CH:37]=1. (3) Given the product [C:25]([C:27]1[C:28](=[C:43]([C:46]#[N:47])[C:44]#[N:45])[O:29][C:30]([C:37]2[CH:42]=[CH:41][CH:40]=[CH:39][CH:38]=2)([C:33]([F:36])([F:34])[F:35])[C:31]=1[CH:32]=[CH:23][C:21]1[S:22][C:18]([CH:17]=[CH:16][C:4]2[CH:5]=[C:6]3[C:15]4[N:10]([CH2:9][CH2:8][CH2:7]3)[CH2:11][CH2:12][CH2:13][C:14]=4[C:3]=2[O:2][CH3:1])=[CH:19][CH:20]=1)#[N:26], predict the reactants needed to synthesize it. The reactants are: [CH3:1][O:2][C:3]1[C:14]2=[C:15]3[N:10]([CH2:11][CH2:12][CH2:13]2)[CH2:9][CH2:8][CH2:7][C:6]3=[CH:5][C:4]=1[CH:16]=[CH:17][C:18]1[S:22][C:21]([CH:23]=O)=[CH:20][CH:19]=1.[C:25]([C:27]1[C:28](=[C:43]([C:46]#[N:47])[C:44]#[N:45])[O:29][C:30]([C:37]2[CH:42]=[CH:41][CH:40]=[CH:39][CH:38]=2)([C:33]([F:36])([F:35])[F:34])[C:31]=1[CH3:32])#[N:26]. (4) Given the product [Cl:21][C:22]1[C:43]([C:44]([F:45])([F:46])[F:47])=[CH:42][CH:41]=[CH:40][C:23]=1[CH2:24][N:25]([CH2:26][CH:27]([C:34]1[CH:39]=[CH:38][CH:37]=[CH:36][CH:35]=1)[C:28]1[CH:33]=[CH:32][CH:31]=[CH:30][CH:29]=1)[CH2:10][CH2:11][CH2:12][O:13][C:14]1[CH:15]=[C:16]([Br:20])[CH:17]=[CH:18][CH:19]=1, predict the reactants needed to synthesize it. The reactants are: C(=O)([O-])[O-].[K+].[K+].[Na+].[I-].Br[CH2:10][CH2:11][CH2:12][O:13][C:14]1[CH:15]=[C:16]([Br:20])[CH:17]=[CH:18][CH:19]=1.[Cl:21][C:22]1[C:43]([C:44]([F:47])([F:46])[F:45])=[CH:42][CH:41]=[CH:40][C:23]=1[CH2:24][NH:25][CH2:26][CH:27]([C:34]1[CH:39]=[CH:38][CH:37]=[CH:36][CH:35]=1)[C:28]1[CH:33]=[CH:32][CH:31]=[CH:30][CH:29]=1. (5) Given the product [CH3:2][O:3][C:4]1[C:9]([C:10]([NH2:17])=[O:11])=[C:8]([CH3:13])[N:7]=[C:6]([O:14][CH3:15])[CH:5]=1, predict the reactants needed to synthesize it. The reactants are: Cl.[CH3:2][O:3][C:4]1[C:9]([C:10](Cl)=[O:11])=[C:8]([CH3:13])[N:7]=[C:6]([O:14][CH3:15])[CH:5]=1.[OH-].[NH4+:17].